The task is: Predict the reactants needed to synthesize the given product.. This data is from Retrosynthesis with 50K atom-mapped reactions and 10 reaction types from USPTO. (1) Given the product CC(C)(C)OC(=O)N[C@H]1CC[C@H](Nc2ccc(C#N)cc2)CC1, predict the reactants needed to synthesize it. The reactants are: CC(C)(C)OC(=O)N[C@H]1CC[C@H](N)CC1.N#Cc1ccc(Br)cc1. (2) Given the product CC/C(=C(\F)CO)c1cc2c(cc1OCOC)C(C)(C)CCC2(C)C, predict the reactants needed to synthesize it. The reactants are: CCOC(=O)/C(F)=C(/CC)c1cc2c(cc1OCOC)C(C)(C)CCC2(C)C. (3) Given the product Oc1ccc2cc(CNCc3ccc(C(F)(F)F)cc3)c(-c3ccsc3)nc2c1, predict the reactants needed to synthesize it. The reactants are: COc1ccc2cc(CNCc3ccc(C(F)(F)F)cc3)c(-c3ccsc3)nc2c1. (4) Given the product CCCCCC(=O)N(C)Cc1cc(-c2ccc(C[C@H](OCC)C(=O)OC)cc2)cs1, predict the reactants needed to synthesize it. The reactants are: CCCCCC(=O)Cl.CCO[C@@H](Cc1ccc(-c2csc(CNC)c2)cc1)C(=O)OC. (5) Given the product CCN(CC(O)c1ccccc1)c1ccc(C(O)(C(F)(F)F)C(F)(F)F)cc1, predict the reactants needed to synthesize it. The reactants are: CCN(CC(O)c1ccccc1)c1ccc(C(O[Si](CC)(CC)CC)(C(F)(F)F)C(F)(F)F)cc1. (6) Given the product O=C(Nc1ccc(S(=O)(=O)Nc2nccs2)cc1F)C(F)(F)F, predict the reactants needed to synthesize it. The reactants are: Nc1nccs1.O=C(Nc1ccc(S(=O)(=O)Cl)cc1F)C(F)(F)F.